Dataset: Full USPTO retrosynthesis dataset with 1.9M reactions from patents (1976-2016). Task: Predict the reactants needed to synthesize the given product. (1) Given the product [NH2:1][C:2]1[C:6]2[C:7](=[O:17])[N:8]([C@H:12]([CH:14]([CH3:16])[CH3:15])[CH3:13])[CH:9]=[C:10]([Br:11])[C:5]=2[NH:4][N:3]=1, predict the reactants needed to synthesize it. The reactants are: [NH2:1][C:2]1[C:6]2[C:7](=[O:17])[N:8]([CH:12]([CH:14]([CH3:16])[CH3:15])[CH3:13])[CH:9]=[C:10]([Br:11])[C:5]=2[NH:4][N:3]=1. (2) Given the product [ClH:33].[C:26]1([CH3:31])[CH:27]=[CH:28][CH:29]=[CH:30][C:25]=1[CH:20]1[CH2:19][CH2:18][C:17]2[C:22](=[CH:23][CH:24]=[C:15]([O:14][C@H:11]3[CH2:10][CH2:9][C@H:8]([NH2:7])[CH2:13][CH2:12]3)[CH:16]=2)[O:21]1, predict the reactants needed to synthesize it. The reactants are: C(OC(=O)[NH:7][C@H:8]1[CH2:13][CH2:12][C@H:11]([O:14][C:15]2[CH:16]=[C:17]3[C:22](=[CH:23][CH:24]=2)[O:21][CH:20]([C:25]2[CH:30]=[CH:29][CH:28]=[CH:27][C:26]=2[CH3:31])[CH2:19][CH2:18]3)[CH2:10][CH2:9]1)(C)(C)C.[ClH:33]. (3) Given the product [O:23]=[C:15]1[N:14]([C@@H:10]2[CH2:11][CH2:12][CH2:13][N:8]([C:32]([O:34][C:35]([CH3:36])([CH3:37])[CH3:38])=[O:33])[CH2:9]2)[CH2:19][CH2:18][N:17]2[CH:20]=[CH:21][N:22]=[C:16]12, predict the reactants needed to synthesize it. The reactants are: C([N:8]1[CH2:13][CH2:12][CH2:11][C@@H:10]([N:14]2[CH:19]=[CH:18][N:17]3[CH:20]=[CH:21][N:22]=[C:16]3[C:15]2=[O:23])[CH2:9]1)C1C=CC=CC=1.[CH3:36][C:35]([O:34][C:32](O[C:32]([O:34][C:35]([CH3:38])([CH3:37])[CH3:36])=[O:33])=[O:33])([CH3:38])[CH3:37]. (4) Given the product [C:1]([N:57]1[CH2:58][CH2:59][N:54]([C:52]2[N:51]([CH2:63][C@H:64]3[CH2:69][CH2:68][C@H:67]([CH3:70])[CH2:66][CH2:65]3)[C:50]3[C:45]([C:41]4[CH:42]=[N:43][CH:44]=[C:39]([Cl:38])[CH:40]=4)=[N:46][C:47]([C:71]#[N:72])=[CH:48][C:49]=3[N:53]=2)[C@@H:55]2[CH2:62][CH2:61][CH2:60][C@@H:56]12)(=[O:4])[CH3:2], predict the reactants needed to synthesize it. The reactants are: [C:1]([OH:4])(=O)[CH3:2].C(N(CC)C(C)C)(C)C.CN(C(ON1N=NC2C=CC=NC1=2)=[N+](C)C)C.F[P-](F)(F)(F)(F)F.[Cl:38][C:39]1[CH:40]=[C:41]([C:45]2[C:50]3[N:51]([CH2:63][C@H:64]4[CH2:69][CH2:68][C@H:67]([CH3:70])[CH2:66][CH2:65]4)[C:52]([N:54]4[CH2:59][CH2:58][NH:57][C@@H:56]5[CH2:60][CH2:61][CH2:62][C@@H:55]45)=[N:53][C:49]=3[CH:48]=[C:47]([C:71]#[N:72])[N:46]=2)[CH:42]=[N:43][CH:44]=1.